Dataset: Forward reaction prediction with 1.9M reactions from USPTO patents (1976-2016). Task: Predict the product of the given reaction. Given the reactants [C:1]([O:4][C:5]1[C:10]([CH:11]([CH3:13])[CH3:12])=[CH:9][C:8]([OH:14])=[CH:7][C:6]=1[C:15]([CH3:18])([CH3:17])[CH3:16])(=[O:3])[CH3:2].C1N2CN3CN(C2)CN1C3.Cl.[C:30](OC1C(C(C)(C)C)=CC(O)=C(C=1C(C)C)C=O)(=[O:32])C, predict the reaction product. The product is: [C:1]([O:4][C:5]1[C:10]([CH:11]([CH3:13])[CH3:12])=[CH:9][C:8]([OH:14])=[C:7]([C:6]=1[C:15]([CH3:16])([CH3:17])[CH3:18])[CH:30]=[O:32])(=[O:3])[CH3:2].